This data is from CYP2C9 substrate classification data from Carbon-Mangels et al.. The task is: Regression/Classification. Given a drug SMILES string, predict its absorption, distribution, metabolism, or excretion properties. Task type varies by dataset: regression for continuous measurements (e.g., permeability, clearance, half-life) or binary classification for categorical outcomes (e.g., BBB penetration, CYP inhibition). Dataset: cyp2c9_substrate_carbonmangels. (1) The molecule is OCCN1CCN(CCCN2c3ccccc3Sc3ccc(C(F)(F)F)cc32)CC1. The result is 0 (non-substrate). (2) The compound is CC[C@]1(c2ccc(N)cc2)CCC(=O)NC1=O. The result is 0 (non-substrate). (3) The molecule is FCOC(C(F)(F)F)C(F)(F)F. The result is 0 (non-substrate). (4) The molecule is CCC(=O)NS(=O)(=O)c1ccc(-c2c(-c3ccccc3)noc2C)cc1. The result is 0 (non-substrate). (5) The compound is CN(C)CCC=C1c2ccccc2C=Cc2ccccc21. The result is 0 (non-substrate). (6) The compound is C[C@H]1c2cccc(O)c2C(=O)C2=C(O)[C@]3(O)C(=O)C(C(N)=O)=C(O)[C@@H](N(C)C)[C@@H]3[C@@H](O)[C@@H]21. The result is 0 (non-substrate). (7) The drug is COCCCC/C(=N/OCCN)c1ccc(C(F)(F)F)cc1. The result is 0 (non-substrate). (8) The drug is CN1CCN(c2cc3c(cc2F)c(=O)c(C(=O)O)cn3-c2ccc(F)cc2)CC1. The result is 0 (non-substrate). (9) The compound is CCOC(=O)C[C@@H](SP(=S)(OC)OC)C(=O)OCC. The result is 0 (non-substrate).